Dataset: CYP2D6 inhibition data for predicting drug metabolism from PubChem BioAssay. Task: Regression/Classification. Given a drug SMILES string, predict its absorption, distribution, metabolism, or excretion properties. Task type varies by dataset: regression for continuous measurements (e.g., permeability, clearance, half-life) or binary classification for categorical outcomes (e.g., BBB penetration, CYP inhibition). Dataset: cyp2d6_veith. (1) The compound is COc1ccccc1NC(=O)Nc1nnc(-c2ccco2)s1. The result is 0 (non-inhibitor). (2) The drug is c1ccc2c(c1)-c1ccccc1C2N1CC2CCC(CC2)C1. The result is 1 (inhibitor). (3) The compound is Cn1c(=O)c(-c2cc(F)cc(F)c2)nc2cnc(Oc3cccc(Cl)c3)nc21. The result is 0 (non-inhibitor). (4) The drug is CSCC[C@@H](N)P(C)(=O)O. The result is 0 (non-inhibitor). (5) The molecule is C#CCCCO/N=C1/C[C@@H](O)[C@@H](O)[C@H]2[C@@H]1CC[C@@H]1C(=O)N([C@@H](C)c3ccccc3)C(=O)[C@H]12. The result is 0 (non-inhibitor). (6) The drug is Cc1cc(C(C)(C)C)cc(CNC2CCCCC2)c1O. The result is 1 (inhibitor). (7) The molecule is Cn1c(=O)n(C)c2cc(S(=O)(=O)O)ccc21. The result is 0 (non-inhibitor).